Task: Predict the reaction yield, written as a fraction of the theoretical maximum amount of product (1.0 means a 100% yield; for example, 0.34 means a 34% yield).. Dataset: Reaction yield outcomes from USPTO patents with 853,638 reactions (1) The reactants are [C:1]([O:5][C:6]([NH:8][CH2:9][CH2:10][CH2:11][CH2:12][C:13]1[CH:23]=[CH:22][C:16]([O:17][CH2:18][C:19]([OH:21])=O)=[CH:15][CH:14]=1)=[O:7])([CH3:4])([CH3:3])[CH3:2].C1C=NC2N(O)N=NC=2C=1.C(N(C(C)C)CC)(C)C.CCN=C=NCCCN(C)C.Cl.S(O)(O)(=O)=O.[NH2:60][C:61]1[NH:62][CH:63]=[CH:64][N:65]=1. The catalyst is C1COCC1.CN(C1C=CN=CC=1)C.CC#N.C(Cl)Cl. The product is [C:1]([O:5][C:6](=[O:7])[NH:8][CH2:9][CH2:10][CH2:11][CH2:12][C:13]1[CH:14]=[CH:15][C:16]([O:17][CH2:18][C:19](=[O:21])[NH:60][C:61]2[NH:62][CH:63]=[CH:64][N:65]=2)=[CH:22][CH:23]=1)([CH3:2])([CH3:3])[CH3:4]. The yield is 0.660. (2) The product is [CH:36]([NH:41][C:22]([C:21]1[C:15]2[C:16](=[N:17][CH:18]=[C:13]([C:4]3[C:3]4[C:7](=[CH:8][C:9]([F:11])=[CH:10][CH:2]=4)[N:6]([CH:12]4[CH2:63][O:64][CH2:51]4)[N:5]=3)[N:14]=2)[N:19]([CH2:25][O:26][CH2:27][CH2:28][Si:29]([CH3:30])([CH3:31])[CH3:32])[CH:20]=1)=[O:24])([CH3:37])[CH3:35]. The reactants are F[C:2]1[CH:10]=[C:9]([F:11])[CH:8]=[C:7]2[C:3]=1[C:4]([C:13]1[N:14]=[C:15]3[C:21]([C:22]([OH:24])=O)=[CH:20][N:19]([CH2:25][O:26][CH2:27][CH2:28][Si:29]([CH3:32])([CH3:31])[CH3:30])[C:16]3=[N:17][CH:18]=1)=[N:5][N:6]2[CH3:12].C1C=[CH:35][C:36]2[N:41](O)N=N[C:37]=2C=1.C(Cl)CCl.C(N)(C)C.[CH:51](N(CC)C(C)C)(C)C.CN([CH:63]=[O:64])C. No catalyst specified. The yield is 0.780. (3) The reactants are [OH:1][C:2]1[N:11]=[CH:10][C:9]2[CH2:8][CH2:7][C:6]3[C:12]([C:16]([O:18][CH2:19][CH3:20])=[O:17])=[N:13][N:14]([CH3:15])[C:5]=3[C:4]=2[N:3]=1.C(N(CC)CC)C.[S:28](O[S:28]([C:31]([F:34])([F:33])[F:32])(=[O:30])=[O:29])([C:31]([F:34])([F:33])[F:32])(=[O:30])=[O:29]. The catalyst is ClCCl. The product is [CH3:15][N:14]1[C:5]2[C:4]3[N:3]=[C:2]([O:1][S:28]([C:31]([F:34])([F:33])[F:32])(=[O:30])=[O:29])[N:11]=[CH:10][C:9]=3[CH2:8][CH2:7][C:6]=2[C:12]([C:16]([O:18][CH2:19][CH3:20])=[O:17])=[N:13]1. The yield is 0.670. (4) The reactants are C(N(CC)C(C)C)(C)C.Cl.[C:11]1([C@@H:17]2[CH2:19][C@H:18]2[NH2:20])[CH:16]=[CH:15][CH:14]=[CH:13][CH:12]=1.Br[CH2:22][C:23]([O:25][CH3:26])=[O:24]. The catalyst is CC#N. The product is [C:11]1([C@@H:17]2[CH2:19][C@H:18]2[NH:20][CH2:22][C:23]([O:25][CH3:26])=[O:24])[CH:16]=[CH:15][CH:14]=[CH:13][CH:12]=1. The yield is 1.00. (5) The yield is 0.990. The product is [NH2:8][C:9]1[CH:16]=[CH:15][CH:14]=[C:13]([C:17]([F:18])([F:19])[F:20])[C:10]=1[C:11]#[N:12]. The reactants are COC1C=CC(C[NH:8][C:9]2[CH:16]=[CH:15][CH:14]=[C:13]([C:17]([F:20])([F:19])[F:18])[C:10]=2[C:11]#[N:12])=CC=1.FC(F)(F)C(O)=O. No catalyst specified. (6) The reactants are [CH3:1][C:2]1[CH:7]=[CH:6][CH:5]=[CH:4][C:3]=1[B:8]([OH:10])[OH:9].[Br:11]N1C(=O)CCC1=O.N(C(C)(C)C#N)=NC(C)(C)C#N. The catalyst is C(Cl)(Cl)(Cl)Cl. The product is [Br:11][CH2:1][C:2]1[CH:7]=[CH:6][CH:5]=[CH:4][C:3]=1[B:8]([OH:10])[OH:9]. The yield is 0.390. (7) The reactants are C(O)(=O)C.[NH2:5][CH:6]([C:9]1[CH:14]=[CH:13][C:12]([O:15][CH3:16])=[C:11]([O:17][CH:18]2[CH2:22][CH2:21][CH2:20][CH2:19]2)[CH:10]=1)[C:7]#[N:8].[C:23]([NH:26][C:27]1[CH:37]=[CH:36][CH:35]=[C:29]2[C:30]([O:32][C:33](=O)[C:28]=12)=[O:31])(=[O:25])[CH3:24]. The catalyst is C(O)(=O)C.CCOC(C)=O. The product is [C:7]([CH:6]([C:9]1[CH:14]=[CH:13][C:12]([O:15][CH3:16])=[C:11]([O:17][CH:18]2[CH2:22][CH2:21][CH2:20][CH2:19]2)[CH:10]=1)[N:5]1[C:33](=[O:32])[C:28]2[C:29](=[CH:35][CH:36]=[CH:37][C:27]=2[NH:26][C:23](=[O:25])[CH3:24])[C:30]1=[O:31])#[N:8]. The yield is 0.620.